From a dataset of Experimentally validated miRNA-target interactions with 360,000+ pairs, plus equal number of negative samples. Binary Classification. Given a miRNA mature sequence and a target amino acid sequence, predict their likelihood of interaction. (1) The miRNA is hsa-miR-8485 with sequence CACACACACACACACACGUAU. The protein sequence of the target gene is MSKGLPETRTDAAMSELVPEPRPKPAVPMKPMSINSNLLGYIGIDTIIEQMRKKTMKTGFDFNIMVVGQSGLGKSTLVNTLFKSQVSRKASSWNREEKIPKTVEIKAIGHVIEEGGVKMKLTVIDTPGFGDQINNENCWEPIEKYINEQYEKFLKEEVNIARKKRIPDTRVHCCLYFISPTGHSLRPLDLEFMKHLSKVVNIIPVIAKADTMTLEEKSEFKQRVRKELEVNGIEFYPQKEFDEDLEDKTENDKIRQESMPFAVVGSDKEYQVNGKRVLGRKTPWGIIEVENLNHCEFALL.... Result: 1 (interaction). (2) The miRNA is hsa-miR-519d-5p with sequence CCUCCAAAGGGAAGCGCUUUCUGUU. The protein sequence of the target gene is MLAGAGRRGLPRAGHLCWLLCAFTLKLCEAEAPVREEKLSVSTSTSPCWLAEEFVVTEECTPCSNFQIKTTPECGSTGYVEKITCSSSKRNEFKSCRSALLEQHLFWKFEGVVVAVALVFACLVIVRQRQLDRKALEKVRKQIESI. Result: 0 (no interaction). (3) The miRNA is hsa-miR-6819-3p with sequence AAGCCUCUGUCCCCACCCCAG. The protein sequence of the target gene is MAAPSGSVNCEEFAEFQELLKVMRTIDDRIVHELNTTVPTASFAGKIDASQTCKQLYESLMAAHVSRDRVIKNCIAQTSAVVKSLREEREKNLDDLTLLKRLRKEQTKLKWMQSELNVEEVVNDRSWKVFNERCRVHFKPPKNE. Result: 0 (no interaction). (4) The miRNA is hsa-miR-1267 with sequence CCUGUUGAAGUGUAAUCCCCA. The protein sequence of the target gene is MPTTIEREFEELDTQRRWQPLYLEIRNESHDYPHRVAKFPENRNRNRYRDVSPYDHSRVKLQNAENDYINASLVDIEEAQRSYILTQGPLPNTCCHFWLMVWQQKTKAVVMLNRIVEKESVKCAQYWPTDDQEMLFKETGFSVKLLSEDVKSYYTVHLLQLENINSGETRTISHFHYTTWPDFGVPESPASFLNFLFKVRESGSLNPDHGPAVIHCSAGIGRSGTFSLVDTCLVLMEKGDDINIKQVLLNMRKYRMGLIQTPDQLRFSYMAIIEGAKCIKGDSSIQKRWKELSKEDLSPA.... Result: 1 (interaction). (5) The miRNA is mmu-miR-107-3p with sequence AGCAGCAUUGUACAGGGCUAUCA. The protein sequence of the target gene is MPTETLQTGSMVKPVSPAGTFTSAVPLRILNKGPDYFRRQAEPNPKRLSAVERLEADKAKYVKSQEVINAKQEPVKPAVLAKPPVCPGTKRALGSPTLKVFGNHAKTESGVQRETLKLEILKNIINSSEGSSSGSGHKHSSRNWPPHRDTTDLHRHSFAESLKVYPTPGHGSPQESSSHVSRRLLEQSAETFLHVSHSSSDIRKVTSVKPLKAIPCSSSAPPLPPKPKVAAMKSPEADQVEPACGVSRRPSLQRSKSDLSDRYFRVDADVERFFNYCGLDPEELENLGMENFARANSDII.... Result: 0 (no interaction). (6) The miRNA is hsa-miR-6793-5p with sequence UGUGGGUUCUGGGUUGGGGUGA. The protein sequence of the target gene is MGRTYIVEETVGQYLSSINLQGKPFVSGLLIGQCSSQKDYVILATRTPPKEEQNDKVKQPRAKLDNLDEEWATEHASQVSRMLPGGLVVLGIFIITTLELADDFQNALRRLIFSMEKSMSRKRLWDVTEDEVSERVTLHICSSTKKISCRTYDVQDPKSSARPADWKYQSRVSASWLSLDCTVHVNIHIPLSATSVSYTLEKNTKSGLTRWAKQIENGVYLINGQVKGNDCDLLEGQKKSRGNTQATAHSFDVRVLTQLLLNSDHRSTATVQICSGSVNLRGNVKCRAYIHSNRPKVKDA.... Result: 0 (no interaction).